From a dataset of Full USPTO retrosynthesis dataset with 1.9M reactions from patents (1976-2016). Predict the reactants needed to synthesize the given product. (1) The reactants are: [C:1]([NH2:5])(=[O:4])[CH:2]=[CH2:3].[CH2:6]1[C:14]2[C:9](=[CH:10][CH:11]=[CH:12][CH:13]=2)[CH:8]=[C:7]1N1CCCC1.O. Given the product [NH:5]1[C:1](=[O:4])[CH2:2][CH2:3][C:8]2[C:9]3[CH:10]=[CH:11][CH:12]=[CH:13][C:14]=3[CH2:6][C:7]1=2, predict the reactants needed to synthesize it. (2) Given the product [CH3:21][S:20][C:15]1[CH:16]=[CH:17][CH:18]=[CH:19][C:14]=1[C:6]1[CH:5]=[C:4]2[C:9](=[CH:8][CH:7]=1)[NH:1][CH:2]=[CH:3]2, predict the reactants needed to synthesize it. The reactants are: [NH:1]1[C:9]2[C:4](=[CH:5][C:6](B(O)O)=[CH:7][CH:8]=2)[CH:3]=[CH:2]1.Br[C:14]1[CH:19]=[CH:18][CH:17]=[CH:16][C:15]=1[S:20][CH3:21].C(=O)([O-])[O-].[Na+].[Na+]. (3) Given the product [CH3:29][CH:27]([CH3:28])[CH2:26][C@@H:6]([C:7](=[O:8])[NH:9][CH:10]([C:11](=[O:13])[N:45]([CH3:44])[CH2:46][CH2:47][C:31]1[CH:30]=[CH:39][CH:38]=[CH:37][N:42]=1)[C:14]1[CH:15]=[CH:16][C:17]([C:20]2[CH:25]=[CH:24][CH:23]=[CH:22][CH:21]=2)=[CH:18][CH:19]=1)[CH2:5][C:3]([O:2][CH3:1])=[O:4], predict the reactants needed to synthesize it. The reactants are: [CH3:1][O:2][C:3]([CH2:5][C@@H:6]([CH2:26][CH:27]([CH3:29])[CH3:28])[C:7]([NH:9][CH:10]([C:14]1[CH:19]=[CH:18][C:17]([C:20]2[CH:25]=[CH:24][CH:23]=[CH:22][CH:21]=2)=[CH:16][CH:15]=1)[C:11]([OH:13])=O)=[O:8])=[O:4].[CH2:30](Cl)[CH2:31]Cl.C1C=C[C:37]2[N:42](O)N=N[C:38]=2[CH:39]=1.[CH3:44][N:45]1CCO[CH2:47][CH2:46]1. (4) Given the product [F:13][C:10]1[CH:11]=[CH:12][C:7]([CH:6]([OH:22])[CH2:5][CH3:4])=[CH:8][CH:9]=1, predict the reactants needed to synthesize it. The reactants are: C(O[C:4](=O)[CH:5]=[CH:6][C:7]1[CH:12]=[CH:11][C:10]([F:13])=[CH:9][CH:8]=1)C.[H-].[Al+3].[Li+].[H-].[H-].[H-].S([O-])([O-])(=O)=[O:22].[Na+].[Na+]. (5) Given the product [Cl:12][C:4]1[C:5]([C:8]([O:10][CH3:11])=[O:9])=[N:6][CH:7]=[C:2]([O:16][CH3:15])[CH:3]=1, predict the reactants needed to synthesize it. The reactants are: Br[C:2]1[CH:3]=[C:4]([Cl:12])[C:5]([C:8]([O:10][CH3:11])=[O:9])=[N:6][CH:7]=1.CN(C)[CH:15]=[O:16].C[O-].[Na+].[Cl-].[NH4+]. (6) Given the product [C:1]([C:4]1[CH:5]=[CH:6][C:7]2[N:8]([C:10]([C:13]([NH:42][C:41]3[CH:43]=[C:37]([C:34]4[N:33]=[C:32]([CH:30]5[CH2:29][C:28]([F:45])([F:27])[CH2:31]5)[O:36][N:35]=4)[CH:38]=[CH:39][C:40]=3[CH3:44])=[O:15])=[CH:11][N:12]=2)[CH:9]=1)(=[O:3])[CH3:2], predict the reactants needed to synthesize it. The reactants are: [C:1]([C:4]1[CH:5]=[CH:6][C:7]2[N:8]([C:10]([C:13]([OH:15])=O)=[CH:11][N:12]=2)[CH:9]=1)(=[O:3])[CH3:2].C(Cl)(=O)C(Cl)=O.CN(C)C=O.[F:27][C:28]1([F:45])[CH2:31][CH:30]([C:32]2[O:36][N:35]=[C:34]([C:37]3[CH:38]=[CH:39][C:40]([CH3:44])=[C:41]([CH:43]=3)[NH2:42])[N:33]=2)[CH2:29]1. (7) Given the product [CH2:1]([O:3][C:4]1[CH:5]=[C:6]([C:20]2[CH:25]=[CH:24][C:23]([CH2:26][C:27]([NH:41][C:39]3[NH:38][N:37]=[C:36]([C:33]([CH3:35])([CH3:34])[C:32]([F:43])([F:42])[F:31])[CH:40]=3)=[O:29])=[C:22]([F:30])[CH:21]=2)[CH:7]=[N:8][C:9]=1[O:10][CH2:11][C:12]1[CH:13]=[CH:14][C:15]([O:18][CH3:19])=[CH:16][CH:17]=1)[CH3:2], predict the reactants needed to synthesize it. The reactants are: [CH2:1]([O:3][C:4]1[CH:5]=[C:6]([C:20]2[CH:25]=[CH:24][C:23]([CH2:26][C:27]([OH:29])=O)=[C:22]([F:30])[CH:21]=2)[CH:7]=[N:8][C:9]=1[O:10][CH2:11][C:12]1[CH:17]=[CH:16][C:15]([O:18][CH3:19])=[CH:14][CH:13]=1)[CH3:2].[F:31][C:32]([F:43])([F:42])[C:33]([C:36]1[CH:40]=[C:39]([NH2:41])[NH:38][N:37]=1)([CH3:35])[CH3:34].C(P1(=O)OP(CCC)(=O)OP(CCC)(=O)O1)CC.CC(=O)OCC. (8) Given the product [CH3:1][C:2]1[CH:7]=[CH:6][C:5]([S:8]([O:11][CH2:12][CH:13]2[CH2:17][C:16]3[CH:18]=[CH:19][CH:20]=[C:21]([C:27]4[CH:28]=[CH:29][C:24]([Cl:23])=[CH:25][CH:26]=4)[C:15]=3[O:14]2)(=[O:10])=[O:9])=[CH:4][CH:3]=1, predict the reactants needed to synthesize it. The reactants are: [CH3:1][C:2]1[CH:7]=[CH:6][C:5]([S:8]([O:11][CH2:12][CH:13]2[CH2:17][C:16]3[CH:18]=[CH:19][CH:20]=[C:21](Br)[C:15]=3[O:14]2)(=[O:10])=[O:9])=[CH:4][CH:3]=1.[Cl:23][C:24]1[CH:29]=[CH:28][C:27](B(O)O)=[CH:26][CH:25]=1.C(=O)([O-])[O-].[K+].[K+].CC1C=CC(S(OCC2CC3C(C4C=CC=CC=4)=CC=CC=3O2)(=O)=O)=CC=1. (9) Given the product [NH2:1][C:2]1[C:11]([C:20]([OH:21])([C:22]([F:25])([F:24])[F:23])[C:19]([F:27])([F:26])[F:18])=[CH:10][CH:9]=[C:8]2[C:3]=1[CH:4]=[CH:5][N:6]=[CH:7]2, predict the reactants needed to synthesize it. The reactants are: [NH2:1][C:2]1[CH:11]=[CH:10][CH:9]=[C:8]2[C:3]=1[CH:4]=[CH:5][N:6]=[CH:7]2.O.O.O.O.O.O.[F:18][C:19]([F:27])([F:26])[C:20]([C:22]([F:25])([F:24])[F:23])=[O:21]. (10) Given the product [F:1][C:2]1[CH:3]=[C:4]([CH:9]=[C:10]([I:19])[C:11]=1[OH:12])[C:5]([O:7][CH3:8])=[O:6], predict the reactants needed to synthesize it. The reactants are: [F:1][C:2]1[CH:3]=[C:4]([CH:9]=[CH:10][C:11]=1[OH:12])[C:5]([O:7][CH3:8])=[O:6].C(=O)([O-])[O-].[K+].[K+].[I:19]I.